Task: Predict the reactants needed to synthesize the given product.. Dataset: Full USPTO retrosynthesis dataset with 1.9M reactions from patents (1976-2016) (1) Given the product [CH2:21]([O:23][CH2:24][C:25]1[N:12]([CH2:13][C:14]2([OH:20])[CH2:19][CH2:18][O:17][CH2:16][CH2:15]2)[C:11]2[C:10]3[CH:9]=[CH:8][CH:7]=[CH:6][C:5]=3[N:4]=[CH:3][C:2]=2[N:1]=1)[CH3:22], predict the reactants needed to synthesize it. The reactants are: [NH2:1][C:2]1[CH:3]=[N:4][C:5]2[C:10]([C:11]=1[NH:12][CH2:13][C:14]1([OH:20])[CH2:19][CH2:18][O:17][CH2:16][CH2:15]1)=[CH:9][CH:8]=[CH:7][CH:6]=2.[CH2:21]([O:23][CH2:24][C:25](Cl)=O)[CH3:22]. (2) Given the product [CH2:20]([O:22][C:23](=[O:44])/[CH:24]=[CH:17]/[C@H:14]1[CH2:15][CH2:16][C@H:11]([CH2:10][CH2:9][N:7]([C:6]([O:5][C:1]([CH3:4])([CH3:3])[CH3:2])=[O:19])[CH3:8])[CH2:12][CH2:13]1)[CH3:21], predict the reactants needed to synthesize it. The reactants are: [C:1]([O:5][C:6](=[O:19])[N:7]([CH2:9][CH2:10][C@H:11]1[CH2:16][CH2:15][C@H:14]([CH:17]=O)[CH2:13][CH2:12]1)[CH3:8])([CH3:4])([CH3:3])[CH3:2].[CH2:20]([O:22][C:23](=[O:44])[CH:24]=P(C1C=CC=CC=1)(C1C=CC=CC=1)C1C=CC=CC=1)[CH3:21]. (3) The reactants are: C([O:8][C:9]1[CH:10]=[C:11]([C:15]2[CH:20]=[CH:19][C:18]([CH2:21][NH:22][C:23]3[N:24]([C:34]4[N:35]=[CH:36][N:37]=[C:38]([NH2:41])[C:39]=4[N:40]=3)[C@@H:25]3[O:33][C@H:30]([CH2:31][OH:32])[C@@H:28]([OH:29])[C@H:26]3[OH:27])=[CH:17][CH:16]=2)[CH:12]=[CH:13][CH:14]=1)C1C=CC=CC=1. Given the product [OH:8][C:9]1[CH:10]=[C:11]([C:15]2[CH:20]=[CH:19][C:18]([CH2:21][NH:22][C:23]3[N:24]([C:34]4[N:35]=[CH:36][N:37]=[C:38]([NH2:41])[C:39]=4[N:40]=3)[C@@H:25]3[O:33][C@H:30]([CH2:31][OH:32])[C@@H:28]([OH:29])[C@H:26]3[OH:27])=[CH:17][CH:16]=2)[CH:12]=[CH:13][CH:14]=1, predict the reactants needed to synthesize it. (4) Given the product [CH2:21]([N:8]([CH2:1][C:2]1[CH:3]=[CH:4][CH:5]=[CH:6][CH:7]=1)[N:9]1[C:10](=[O:20])[C:11]2[C:12](=[CH:13][C:14]([F:18])=[C:15]([F:17])[CH:16]=2)[NH:19][C:29]1=[O:31])[C:22]1[CH:27]=[CH:26][CH:25]=[CH:24][CH:23]=1, predict the reactants needed to synthesize it. The reactants are: [CH2:1]([N:8]([CH2:21][C:22]1[CH:27]=[CH:26][CH:25]=[CH:24][CH:23]=1)[NH:9][C:10](=[O:20])[C:11]1[CH:16]=[C:15]([F:17])[C:14]([F:18])=[CH:13][C:12]=1[NH2:19])[C:2]1[CH:7]=[CH:6][CH:5]=[CH:4][CH:3]=1.Cl[C:29](Cl)([O:31]C(=O)OC(Cl)(Cl)Cl)Cl.C([O-])(O)=O.[Na+]. (5) Given the product [CH2:1]([N:3]1[C:12]2[C:7](=[CH:8][C:9]([NH:13][C:14](=[O:21])[CH2:15][CH:16]([CH3:20])[CH2:17][CH2:18][O:19][C:62]3[CH:61]=[CH:60][CH:59]=[C:58]([F:57])[CH:63]=3)=[CH:10][CH:11]=2)[C:6](=[O:22])[N:5]([CH2:23][CH3:24])[C:4]1=[O:25])[CH3:2], predict the reactants needed to synthesize it. The reactants are: [CH2:1]([N:3]1[C:12]2[C:7](=[CH:8][C:9]([NH:13][C:14](=[O:21])[CH2:15][CH:16]([CH3:20])[CH2:17][CH2:18][OH:19])=[CH:10][CH:11]=2)[C:6](=[O:22])[N:5]([CH2:23][CH3:24])[C:4]1=[O:25])[CH3:2].C1CCN(C(N=NC(N2CCCCC2)=O)=O)CC1.C(P(CCCC)CCCC)CCC.[F:57][C:58]1[CH:59]=[C:60](O)[CH:61]=[CH:62][CH:63]=1. (6) Given the product [ClH:12].[Cl:12][C:11]1[CH:7]=[C:3]([C:4]([NH2:6])=[O:5])[C:1](=[NH:2])[N:16]([CH2:17][C:18]2[CH:23]=[C:22]([F:24])[CH:21]=[CH:20][C:19]=2[S:25](=[O:26])(=[O:27])[NH2:28])[CH:10]=1, predict the reactants needed to synthesize it. The reactants are: [C:1]([CH:3]([CH:7]1[C:11]([Cl:12])=[C:10](Cl)C(=O)O1)[C:4]([NH2:6])=[O:5])#[N:2].Cl.[NH2:16][CH2:17][C:18]1[CH:23]=[C:22]([F:24])[CH:21]=[CH:20][C:19]=1[S:25]([NH2:28])(=[O:27])=[O:26].C(=O)([O-])[O-].[K+].[K+]. (7) Given the product [Si:34]([O:28][C@@H:26]([CH3:27])[C@@H:11]([NH:10][C:4]1[CH:5]=[CH:6][C:7]([C:8]#[N:9])=[C:2]([Cl:1])[C:3]=1[CH3:29])[C:12]([NH:14][NH:15][C:16](=[O:25])[C:17]1[CH:22]=[CH:21][C:20]([C:23]#[N:24])=[CH:19][CH:18]=1)=[O:13])([C:31]([CH3:33])([CH3:32])[CH3:30])([CH3:36])[CH3:35], predict the reactants needed to synthesize it. The reactants are: [Cl:1][C:2]1[C:3]([CH3:29])=[C:4]([NH:10][C@H:11]([C@@H:26]([OH:28])[CH3:27])[C:12]([NH:14][NH:15][C:16](=[O:25])[C:17]2[CH:22]=[CH:21][C:20]([C:23]#[N:24])=[CH:19][CH:18]=2)=[O:13])[CH:5]=[CH:6][C:7]=1[C:8]#[N:9].[CH3:30][C:31]([Si:34](Cl)([CH3:36])[CH3:35])([CH3:33])[CH3:32].N1C=CN=C1.